Dataset: Full USPTO retrosynthesis dataset with 1.9M reactions from patents (1976-2016). Task: Predict the reactants needed to synthesize the given product. Given the product [C:6](=[O:7])([O-:8])[NH2:13].[NH2:1][C@H:2]([C:6]([OH:8])=[O:7])[CH:3]([CH3:5])[CH3:4].[CH:9]1[N:17]([C@@H:18]2[O:22][C@H:21]([CH2:23][OH:24])[C@@H:20]([OH:25])[C@H:19]2[OH:26])[C:16]2[C:11](=[C:12]([NH2:27])[N:13]=[CH:14][N:15]=2)[C:10]=1[C:28]#[N:29], predict the reactants needed to synthesize it. The reactants are: [NH2:1][C@H:2]([C:6]([OH:8])=[O:7])[CH:3]([CH3:5])[CH3:4].[CH:9]1[N:17]([C@@H:18]2[O:22][C@H:21]([CH2:23][OH:24])[C@@H:20]([OH:25])[C@H:19]2[OH:26])[C:16]2[C:11](=[C:12]([NH2:27])[N:13]=[CH:14][N:15]=2)[C:10]=1[C:28]#[N:29].C(O)(C(F)(F)F)=O.CCN(C(C)C)C(C)C.